Dataset: Full USPTO retrosynthesis dataset with 1.9M reactions from patents (1976-2016). Task: Predict the reactants needed to synthesize the given product. (1) Given the product [Br:9][C:10]1[CH:15]=[C:14]([CH2:16][N:1]2[CH2:6][CH2:5][S:4](=[O:8])(=[O:7])[CH2:3][CH2:2]2)[CH:13]=[N:12][CH:11]=1, predict the reactants needed to synthesize it. The reactants are: [NH:1]1[CH2:6][CH2:5][S:4](=[O:8])(=[O:7])[CH2:3][CH2:2]1.[Br:9][C:10]1[CH:11]=[N:12][CH:13]=[C:14]([CH2:16]Cl)[CH:15]=1.[H-].[Na+]. (2) Given the product [CH2:18]([CH:25]1[CH2:30][CH:29]([N:31]([CH2:44][C:45]2[CH:46]=[C:47]([C:55]([F:58])([F:57])[F:56])[CH:48]=[C:49]([C:51]([F:53])([F:52])[F:54])[CH:50]=2)[C:32]2[N:37]=[CH:36][C:35]([N:38]3[CH2:43][CH2:42][O:41][CH2:40][CH2:39]3)=[CH:34][N:33]=2)[CH2:28][CH:27]([CH2:59][CH3:60])[N:26]1[C:11]([CH:8]1[CH2:7][CH2:6][CH:5]([O:4][C:1](=[O:3])[CH3:2])[CH2:10][CH2:9]1)=[O:13])[C:19]1[CH:24]=[CH:23][CH:22]=[CH:21][CH:20]=1, predict the reactants needed to synthesize it. The reactants are: [C:1]([O:4][CH:5]1[CH2:10][CH2:9][CH:8]([C:11]([OH:13])=O)[CH2:7][CH2:6]1)(=[O:3])[CH3:2].S(Cl)(Cl)=O.[CH2:18]([CH:25]1[CH2:30][CH:29]([N:31]([CH2:44][C:45]2[CH:50]=[C:49]([C:51]([F:54])([F:53])[F:52])[CH:48]=[C:47]([C:55]([F:58])([F:57])[F:56])[CH:46]=2)[C:32]2[N:37]=[CH:36][C:35]([N:38]3[CH2:43][CH2:42][O:41][CH2:40][CH2:39]3)=[CH:34][N:33]=2)[CH2:28][CH:27]([CH2:59][CH3:60])[NH:26]1)[C:19]1[CH:24]=[CH:23][CH:22]=[CH:21][CH:20]=1.C(N(CC)CC)C. (3) Given the product [F:1][C:2]1[C:9]([O:10][CH3:11])=[C:8]([CH2:12][CH:13]=[O:14])[CH:7]=[CH:6][C:3]=1[C:4]#[N:5], predict the reactants needed to synthesize it. The reactants are: [F:1][C:2]1[C:9]([O:10][CH3:11])=[C:8]([CH2:12][CH2:13][OH:14])[CH:7]=[CH:6][C:3]=1[C:4]#[N:5].CC(OI1(OC(C)=O)(OC(C)=O)OC(=O)C2C=CC=CC1=2)=O. (4) Given the product [CH2:1]([O:3][C:4](=[O:29])[CH:5]([C:11](=[O:28])[CH:12]([C:22]1[CH:27]=[CH:26][CH:25]=[CH:24][N:23]=1)[CH2:13][C:14]1[CH:15]=[CH:16][C:17]([O:20][CH3:21])=[CH:18][CH:19]=1)[C:6]([O:8][CH2:9][CH3:10])=[O:7])[CH3:2], predict the reactants needed to synthesize it. The reactants are: [CH2:1]([O:3][C:4](=[O:29])[CH:5]([C:11](=[O:28])[C:12]([C:22]1[CH:27]=[CH:26][CH:25]=[CH:24][N:23]=1)=[CH:13][C:14]1[CH:19]=[CH:18][C:17]([O:20][CH3:21])=[CH:16][CH:15]=1)[C:6]([O:8][CH2:9][CH3:10])=[O:7])[CH3:2]. (5) Given the product [N:1]1[C:2]([CH:10]=[O:11])=[CH:3][N:4]2[CH2:9][CH2:8][CH2:7][CH2:6][C:5]=12, predict the reactants needed to synthesize it. The reactants are: [N:1]1[C:2]([CH2:10][OH:11])=[CH:3][N:4]2[CH2:9][CH2:8][CH2:7][CH2:6][C:5]=12. (6) Given the product [CH2:1]([NH:4][C:5]1[C:6]2[S:14][CH:13]=[C:12]([CH3:15])[C:7]=2[N:8]=[C:9]([NH:19][CH2:16][CH2:17][CH3:18])[N:10]=1)[CH:2]=[CH2:3], predict the reactants needed to synthesize it. The reactants are: [CH2:1]([NH:4][C:5]1[C:6]2[S:14][CH:13]=[C:12]([CH3:15])[C:7]=2[N:8]=[C:9](Cl)[N:10]=1)[CH:2]=[CH2:3].[CH2:16]([NH2:19])[CH2:17][CH3:18].C(=O)([O-])O.[Na+].